From a dataset of Buchwald-Hartwig C-N cross coupling reaction yields with 55,370 reactions. Predict the reaction yield, written as a fraction of the theoretical maximum amount of product (1.0 means a 100% yield; for example, 0.34 means a 34% yield). (1) The reactants are FC(F)(F)c1ccc(I)cc1.Cc1ccc(N)cc1.O=S(=O)(O[Pd]1c2ccccc2-c2ccccc2N~1)C(F)(F)F.COc1ccc(OC)c(P(C(C)(C)C)C(C)(C)C)c1-c1c(C(C)C)cc(C(C)C)cc1C(C)C.CCN=P(N=P(N(C)C)(N(C)C)N(C)C)(N(C)C)N(C)C.CCOC(=O)c1ccon1. No catalyst specified. The product is Cc1ccc(Nc2ccc(C(F)(F)F)cc2)cc1. The yield is 0.105. (2) The reactants are FC(F)(F)c1ccc(I)cc1.Cc1ccc(N)cc1.O=S(=O)(O[Pd]1c2ccccc2-c2ccccc2N~1)C(F)(F)F.CC(C)c1cc(C(C)C)c(-c2ccccc2P(C2CCCCC2)C2CCCCC2)c(C(C)C)c1.CCN=P(N=P(N(C)C)(N(C)C)N(C)C)(N(C)C)N(C)C.c1ccc(-c2ccon2)cc1. No catalyst specified. The product is Cc1ccc(Nc2ccc(C(F)(F)F)cc2)cc1. The yield is 0.209. (3) The reactants are COc1ccc(I)cc1.Cc1ccc(N)cc1.O=S(=O)(O[Pd]1c2ccccc2-c2ccccc2N~1)C(F)(F)F.COc1ccc(OC)c(P(C(C)(C)C)C(C)(C)C)c1-c1c(C(C)C)cc(C(C)C)cc1C(C)C.CN1CCCN2CCCN=C12.COC(=O)c1ccno1. No catalyst specified. The product is COc1ccc(Nc2ccc(C)cc2)cc1. The yield is 0.436.